Dataset: Experimentally validated miRNA-target interactions with 360,000+ pairs, plus equal number of negative samples. Task: Binary Classification. Given a miRNA mature sequence and a target amino acid sequence, predict their likelihood of interaction. (1) The miRNA is hsa-miR-193b-5p with sequence CGGGGUUUUGAGGGCGAGAUGA. The protein sequence of the target gene is MSEESDSLRTSPSVASLSENELPPPPEPPGYVCSLTEDLVTKAREELQEKPEWRLRDVQALRDMVRKEYPNLSTSLDDAFLLRFLRARKFDYDRALQLLVNYHSCRRSWPEVFNNLKPSALKDVLASGFLTVLPHTDPRGCHVVCIRPDRWIPSNYPITENIRAIYLTLEKLIQSEETQVNGIVILADYKGVSLSKASHFGPFIAKKVIGILQDGFPIRIKAVHVVNEPRIFKGIFAIIKPFLKEKIANRFFLHGSDLNSLHTNLPRSILPKEYGGTAGELDTATWNAVLLASEDDFVKE.... Result: 1 (interaction). (2) Result: 0 (no interaction). The protein sequence of the target gene is MADVSVDQSKLPGVKEVCRDFAVLEDHTLAHSLQEQEIEHHLASNIQRNRLVQHDLQVAKQLQEEDLKAQAQLQKRYKALEQHDCEIAQEIQEKLTIEAERRRIQEKKDEDIARLLQEKELQEEKRRKKHTPEFSGGSVFGDNYYHEDGGMKPRGIKEAVSTPARASHRDQEWYDAEIARKLQEEELLATHVDMRAAQVAQDEEIARLLMAEEKKAYKKAKEREKSSLDKRKHDPECKLKAKSAHSKSKEGDEAHRSKIDRPSRPPPPTMMGLEDTDPTHFTNQHSTTWHLPKSESSQKG.... The miRNA is mmu-miR-3472 with sequence UAAUAGCCAGAAGCUGGAAGGAACC.